From a dataset of Full USPTO retrosynthesis dataset with 1.9M reactions from patents (1976-2016). Predict the reactants needed to synthesize the given product. (1) The reactants are: [NH2:1][C:2]1[N:7]([C:8]2[CH:13]=[CH:12][C:11]([CH2:14][CH2:15][OH:16])=[CH:10][CH:9]=2)[C:6](=[O:17])[CH:5]=[CH:4][C:3]=1[C:18](=[O:27])[C:19]1[CH:24]=[CH:23][C:22]([F:25])=[CH:21][C:20]=1[F:26].CC(OI1(OC(C)=O)(OC(C)=O)OC(=O)C2C=CC=CC1=2)=O.C([O-])(O)=O.[Na+].[O-]S([O-])(=S)=O.[Na+].[Na+]. Given the product [NH2:1][C:2]1[N:7]([C:8]2[CH:13]=[CH:12][C:11]([CH2:14][CH:15]=[O:16])=[CH:10][CH:9]=2)[C:6](=[O:17])[CH:5]=[CH:4][C:3]=1[C:18](=[O:27])[C:19]1[CH:24]=[CH:23][C:22]([F:25])=[CH:21][C:20]=1[F:26], predict the reactants needed to synthesize it. (2) Given the product [C:17]([CH2:18][CH2:19][N:9]([CH2:8][CH2:7][CH2:6][N:5]([CH2:10][C:11]1[CH:16]=[CH:15][CH:14]=[CH:13][CH:12]=1)[CH2:4][CH2:3][CH2:2][N:1]([CH2:4][CH2:3][C:2]#[N:1])[CH2:12][CH2:11][C:10]#[N:5])[CH2:6][CH2:7][C:8]#[N:9])#[N:20], predict the reactants needed to synthesize it. The reactants are: [NH2:1][CH2:2][CH2:3][CH2:4][N:5]([CH2:10][C:11]1[CH:16]=[CH:15][CH:14]=[CH:13][CH:12]=1)[CH2:6][CH2:7][CH2:8][NH2:9].[C:17](#[N:20])[CH:18]=[CH2:19]. (3) Given the product [C:2]1([CH:1]=[CH:8][CH2:12][C:13]([OH:15])=[O:14])[CH:7]=[CH:6][CH:5]=[CH:4][CH:3]=1.[CH:1](=[C:8](/[CH2:12][C:13]([O:15][C:16]([CH3:19])([CH3:18])[CH3:17])=[O:14])\[C:9]([OH:11])=[O:10])/[C:2]1[CH:7]=[CH:6][CH:5]=[CH:4][CH:3]=1, predict the reactants needed to synthesize it. The reactants are: [CH:1](=[C:8](/[CH2:12][C:13]([O:15][C:16]([CH3:19])([CH3:18])[CH3:17])=[O:14])\[C:9]([OH:11])=[O:10])/[C:2]1[CH:7]=[CH:6][CH:5]=[CH:4][CH:3]=1.C1(=O)OC(=O)C=C1. (4) The reactants are: [F:1][C:2]1[CH:3]=[C:4]([CH:31]=[CH:32][C:33]=1[F:34])[O:5][CH2:6][CH:7]([N:20]1C(=O)C2C(=CC=CC=2)C1=O)[CH2:8][NH:9][C:10](=[O:19])[O:11][CH2:12][C:13]1[CH:18]=[CH:17][CH:16]=[CH:15][CH:14]=1.CN. Given the product [NH2:20][CH:7]([CH2:6][O:5][C:4]1[CH:31]=[CH:32][C:33]([F:34])=[C:2]([F:1])[CH:3]=1)[CH2:8][NH:9][C:10](=[O:19])[O:11][CH2:12][C:13]1[CH:14]=[CH:15][CH:16]=[CH:17][CH:18]=1, predict the reactants needed to synthesize it. (5) Given the product [C:37]([O:41][C:42](=[O:51])[NH:43][CH2:44][C@H:45]1[CH2:50][CH2:49][CH2:48][CH2:47][N:46]1[CH2:31][C:3]1[C:2]([Cl:1])=[C:11]2[C:6]([C:7](=[O:26])[N:8]([CH2:13][C:14]3[CH:19]=[C:18]([Cl:20])[CH:17]=[CH:16][C:15]=3[S:21]([CH2:24][CH3:25])(=[O:22])=[O:23])[C:9](=[O:12])[NH:10]2)=[CH:5][C:4]=1[C:27]([F:29])([F:30])[F:28])([CH3:40])([CH3:38])[CH3:39], predict the reactants needed to synthesize it. The reactants are: [Cl:1][C:2]1[C:3]([CH2:31]OS(C)(=O)=O)=[C:4]([C:27]([F:30])([F:29])[F:28])[CH:5]=[C:6]2[C:11]=1[NH:10][C:9](=[O:12])[N:8]([CH2:13][C:14]1[CH:19]=[C:18]([Cl:20])[CH:17]=[CH:16][C:15]=1[S:21]([CH2:24][CH3:25])(=[O:23])=[O:22])[C:7]2=[O:26].[C:37]([O:41][C:42](=[O:51])[NH:43][CH2:44][C@H:45]1[CH2:50][CH2:49][CH2:48][CH2:47][NH:46]1)([CH3:40])([CH3:39])[CH3:38]. (6) Given the product [Si:44]([O:43][CH2:42][CH2:41][N:6]1[CH2:5][C@H:4]([CH:1]([CH3:3])[CH3:2])[N:8]([C:9]2[CH:14]=[CH:13][N:12]3[N:15]=[CH:16][C:17]([C:18]4[CH:23]=[CH:22][C:21]([C:24]5[N:28]=[CH:27][N:26]([CH2:29][O:30][CH2:31][CH2:32][Si:33]([CH3:34])([CH3:35])[CH3:36])[N:25]=5)=[CH:20][CH:19]=4)=[C:11]3[N:10]=2)[C:7]1=[O:37])([C:47]([CH3:50])([CH3:49])[CH3:48])([CH3:46])[CH3:45], predict the reactants needed to synthesize it. The reactants are: [CH:1]([C@@H:4]1[N:8]([C:9]2[CH:14]=[CH:13][N:12]3[N:15]=[CH:16][C:17]([C:18]4[CH:23]=[CH:22][C:21]([C:24]5[N:28]=[CH:27][N:26]([CH2:29][O:30][CH2:31][CH2:32][Si:33]([CH3:36])([CH3:35])[CH3:34])[N:25]=5)=[CH:20][CH:19]=4)=[C:11]3[N:10]=2)[C:7](=[O:37])[NH:6][CH2:5]1)([CH3:3])[CH3:2].[H-].[Na+].Br[CH2:41][CH2:42][O:43][Si:44]([C:47]([CH3:50])([CH3:49])[CH3:48])([CH3:46])[CH3:45]. (7) The reactants are: [O:1]1[CH:5]=[CH:4][C:3]([C:6](=[O:9])[CH:7]=[CH2:8])=[N:2]1.[ClH:10]. Given the product [Cl:10][CH2:8][CH2:7][C:6]([C:3]1[CH:4]=[CH:5][O:1][N:2]=1)=[O:9], predict the reactants needed to synthesize it. (8) Given the product [O:20]=[C:19]([N:43]1[CH2:44][CH2:45][CH2:46][CH:42]1[C:36]1[CH:41]=[CH:40][CH:39]=[CH:38][CH:37]=1)[CH2:18][C:15]1[CH:16]=[CH:17][C:12]([N:5]2[C:6]3[CH2:7][CH2:8][CH2:9][CH2:10][C:11]=3[C:3]([C:2]([F:22])([F:23])[F:1])=[N:4]2)=[CH:13][CH:14]=1, predict the reactants needed to synthesize it. The reactants are: [F:1][C:2]([F:23])([F:22])[C:3]1[C:11]2[CH2:10][CH2:9][CH2:8][CH2:7][C:6]=2[N:5]([C:12]2[CH:17]=[CH:16][C:15]([CH2:18][C:19](O)=[O:20])=[CH:14][CH:13]=2)[N:4]=1.C(N1C=CN=C1)(N1C=CN=C1)=O.[C:36]1([CH:42]2[CH2:46][CH2:45][CH2:44][NH:43]2)[CH:41]=[CH:40][CH:39]=[CH:38][CH:37]=1. (9) The reactants are: C(O[BH-](OC(=O)C)OC(=O)C)(=O)C.[Na+].[F:15][C:16]1[CH:17]=[C:18]2[C:22](=[CH:23][CH:24]=1)[NH:21][CH2:20][CH2:19]2.O=[C:26]1[CH2:31][CH2:30][N:29]([C:32]([O:34][C:35]([CH3:38])([CH3:37])[CH3:36])=[O:33])[CH2:28][CH2:27]1.C(O)(=O)C.C(=O)([O-])O.[Na+]. Given the product [F:15][C:16]1[CH:17]=[C:18]2[C:22](=[CH:23][CH:24]=1)[N:21]([CH:26]1[CH2:31][CH2:30][N:29]([C:32]([O:34][C:35]([CH3:38])([CH3:37])[CH3:36])=[O:33])[CH2:28][CH2:27]1)[CH2:20][CH2:19]2, predict the reactants needed to synthesize it.